The task is: Predict which catalyst facilitates the given reaction.. This data is from Catalyst prediction with 721,799 reactions and 888 catalyst types from USPTO. (1) Reactant: Br[CH2:2][CH2:3][NH:4][C:5]1[C:14]2[C:9](=[CH:10][C:11]([Cl:15])=[CH:12][CH:13]=2)[N:8]=[CH:7][CH:6]=1.[OH:16][C:17]1[C:18]([O:27][CH3:28])=[C:19]([O:25][CH3:26])[CH:20]=[C:21]([CH:24]=1)[CH:22]=[O:23].C(=O)([O-])[O-].[K+].[K+]. Product: [Cl:15][C:11]1[CH:10]=[C:9]2[C:14]([C:5]([NH:4][CH2:3][CH2:2][O:16][C:17]3[CH:24]=[C:21]([CH:20]=[C:19]([O:25][CH3:26])[C:18]=3[O:27][CH3:28])[CH:22]=[O:23])=[CH:6][CH:7]=[N:8]2)=[CH:13][CH:12]=1. The catalyst class is: 9. (2) The catalyst class is: 56. Reactant: [F:1][C:2]([F:23])([F:22])[CH:3]([C:16]1[CH:17]=[N:18][CH:19]=[CH:20][CH:21]=1)[O:4][C:5]1[N:10]=[C:9]2[CH:11]=[N:12][CH:13]=[CH:14][C:8]2=[N:7][C:6]=1[NH2:15].[CH2:24]([S:27](Cl)(=[O:29])=[O:28])[CH2:25][CH3:26].[H-].[Na+].O. Product: [F:23][C:2]([F:1])([F:22])[CH:3]([C:16]1[CH:17]=[N:18][CH:19]=[CH:20][CH:21]=1)[O:4][C:5]1[N:10]=[C:9]2[CH:11]=[N:12][CH:13]=[CH:14][C:8]2=[N:7][C:6]=1[NH:15][S:27]([CH2:24][CH2:25][CH3:26])(=[O:29])=[O:28]. (3) Reactant: [I:1][C:2]1[C:3]2[CH2:9][CH2:8][CH2:7][C:4]=2[NH:5][N:6]=1.[CH3:10]C([O-])(C)C.[K+].CI. Product: [I:1][C:2]1[C:3]2[CH2:9][CH2:8][CH2:7][C:4]=2[N:5]([CH3:10])[N:6]=1. The catalyst class is: 1. (4) Reactant: [CH2:1]([NH:3][C:4]([C:6]1[S:28][C:9]2[N:10]=[C:11]([NH2:27])[N:12]=[C:13]([C:14]([C:16]3[CH:26]=[CH:25][C:19]4[N:20]([CH3:24])[CH2:21][CH2:22][O:23][C:18]=4[CH:17]=3)=O)[C:8]=2[CH:7]=1)=[O:5])[CH3:2].Cl.[O:30]([NH2:32])[CH3:31]. Product: [CH2:1]([NH:3][C:4]([C:6]1[S:28][C:9]2[N:10]=[C:11]([NH2:27])[N:12]=[C:13]([C:14](=[N:32][O:30][CH3:31])[C:16]3[CH:26]=[CH:25][C:19]4[N:20]([CH3:24])[CH2:21][CH2:22][O:23][C:18]=4[CH:17]=3)[C:8]=2[CH:7]=1)=[O:5])[CH3:2]. The catalyst class is: 8. (5) Reactant: Cl[S:2]([CH:5]1[CH2:10][CH2:9][N:8]([C:11]([O:13][C:14]([CH3:17])([CH3:16])[CH3:15])=[O:12])[CH2:7][CH2:6]1)(=[O:4])=[O:3].[NH2:18][C:19]1[CH:20]=[C:21]2[C:26](=[CH:27][CH:28]=1)[CH2:25][N:24]([C:29](=[O:38])[CH2:30][O:31][C:32]1[CH:33]=[N:34][CH:35]=[CH:36][CH:37]=1)[CH2:23][CH2:22]2.C(N(CC)CC)C. Product: [N:34]1[CH:35]=[CH:36][CH:37]=[C:32]([O:31][CH2:30][C:29]([N:24]2[CH2:23][CH2:22][C:21]3[C:26](=[CH:27][CH:28]=[C:19]([NH:18][S:2]([CH:5]4[CH2:10][CH2:9][N:8]([C:11]([O:13][C:14]([CH3:17])([CH3:16])[CH3:15])=[O:12])[CH2:7][CH2:6]4)(=[O:4])=[O:3])[CH:20]=3)[CH2:25]2)=[O:38])[CH:33]=1. The catalyst class is: 4. (6) Reactant: [OH-].[Na+].[CH3:3][C:4]([O:7][C:8]([N:10]([CH2:12][C:13]1[CH:18]=[C:17]([C:19]2[CH:24]=[CH:23][CH:22]=[CH:21][CH:20]=2)[C:16]([C:25]([O:27]C)=[O:26])=[CH:15][CH:14]=1)[CH3:11])=[O:9])([CH3:6])[CH3:5]. Product: [CH3:6][C:4]([O:7][C:8]([N:10]([CH2:12][C:13]1[CH:18]=[C:17]([C:19]2[CH:24]=[CH:23][CH:22]=[CH:21][CH:20]=2)[C:16]([C:25]([OH:27])=[O:26])=[CH:15][CH:14]=1)[CH3:11])=[O:9])([CH3:3])[CH3:5]. The catalyst class is: 14. (7) Reactant: C(OC([NH:11][CH2:12][CH2:13][CH2:14][O:15][C:16]1[CH:17]=[N:18][C:19]([C:22]2[CH:27]=[CH:26][C:25]([C@@H:28]([NH:30][C:31](=[O:37])[O:32][C:33]([CH3:36])([CH3:35])[CH3:34])[CH3:29])=[CH:24][CH:23]=2)=[N:20][CH:21]=1)=O)C1C=CC=CC=1.[H][H].[O:40]=[C:41]1[CH:46]([N:47]2[C:55](=[O:56])[C:54]3[C:49](=[CH:50][CH:51]=[CH:52][C:53]=3F)[C:48]2=[O:58])[CH2:45][CH2:44][C:43](=[O:59])[NH:42]1.C(N(C(C)C)C(C)C)C. Product: [O:40]=[C:41]1[CH:46]([N:47]2[C:55](=[O:56])[C:54]3[C:49](=[CH:50][CH:51]=[CH:52][C:53]=3[NH:11][CH2:12][CH2:13][CH2:14][O:15][C:16]3[CH:17]=[N:18][C:19]([C:22]4[CH:27]=[CH:26][C:25]([C@@H:28]([NH:30][C:31](=[O:37])[O:32][C:33]([CH3:36])([CH3:35])[CH3:34])[CH3:29])=[CH:24][CH:23]=4)=[N:20][CH:21]=3)[C:48]2=[O:58])[CH2:45][CH2:44][C:43](=[O:59])[NH:42]1. The catalyst class is: 105. (8) Reactant: [Cl:1][C:2]1[N:7]=[N:6][C:5]([NH:8][NH2:9])=[CH:4][CH:3]=1.C(N(CC)CC)C.[CH3:17][N:18]1[CH:22]=[C:21]([C:23]2[CH:24]=[N:25][C:26]3[C:31]([CH:32]=2)=[CH:30][C:29]([CH2:33][C:34](Cl)=O)=[CH:28][CH:27]=3)[CH:20]=[N:19]1. Product: [Cl:1][C:2]1[CH:3]=[CH:4][C:5]2[N:6]([C:34]([CH2:33][C:29]3[CH:30]=[C:31]4[C:26](=[CH:27][CH:28]=3)[N:25]=[CH:24][C:23]([C:21]3[CH:20]=[N:19][N:18]([CH3:17])[CH:22]=3)=[CH:32]4)=[N:9][N:8]=2)[N:7]=1. The catalyst class is: 9.